This data is from Reaction yield outcomes from USPTO patents with 853,638 reactions. The task is: Predict the reaction yield, written as a fraction of the theoretical maximum amount of product (1.0 means a 100% yield; for example, 0.34 means a 34% yield). (1) The reactants are [Cl:1][C:2]1[N:7]=[C:6](Cl)[C:5]([CH3:9])=[CH:4][N:3]=1.[NH2:10][C:11]1[CH:21]=[CH:20][CH:19]=[CH:18][C:12]=1[C:13]([O:15][CH2:16][CH3:17])=[O:14].C(N(C(C)C)CC)(C)C. The catalyst is C(O)C. The product is [Cl:1][C:2]1[N:7]=[C:6]([NH:10][C:11]2[CH:21]=[CH:20][CH:19]=[CH:18][C:12]=2[C:13]([O:15][CH2:16][CH3:17])=[O:14])[C:5]([CH3:9])=[CH:4][N:3]=1. The yield is 0.0900. (2) The reactants are [OH:1][CH2:2][CH2:3][C:4]1[CH:9]=[CH:8][CH:7]=[CH:6][C:5]=1[OH:10].S(=O)(=O)(O)O.[Br:16]N1C(=O)CCC1=O.S([O-])([O-])=S.[Na+].[Na+]. The catalyst is CCOC(C)=O.C1COCC1. The product is [Br:16][C:8]1[CH:7]=[CH:6][C:5]([OH:10])=[C:4]([CH2:3][CH2:2][OH:1])[CH:9]=1. The yield is 1.00. (3) The reactants are [C:1]1([CH:7]([NH:9][C:10]([C:12]2[S:13][C:14]([C:17]3[CH:22]=[CH:21][N:20]=[C:19]([NH:23][C:24]4[CH:29]=[CH:28][C:27]([O:30][CH3:31])=[C:26]([OH:32])[CH:25]=4)[N:18]=3)=[CH:15][CH:16]=2)=[O:11])[CH3:8])[CH:6]=[CH:5][CH:4]=[CH:3][CH:2]=1.[CH3:33][N:34]([CH2:36][CH2:37]O)[CH3:35].C1(P(C2C=CC=CC=2)C2C=CC=CC=2)C=CC=CC=1.C(OC([N+](C(OC(C)C)=O)=[N-])=O)(C)C. The catalyst is C1COCC1.CS(C)=O. The product is [C:1]1([CH:7]([NH:9][C:10]([C:12]2[S:13][C:14]([C:17]3[CH:22]=[CH:21][N:20]=[C:19]([NH:23][C:24]4[CH:29]=[CH:28][C:27]([O:30][CH3:31])=[C:26]([O:32][CH2:37][CH2:36][N:34]([CH3:35])[CH3:33])[CH:25]=4)[N:18]=3)=[CH:15][CH:16]=2)=[O:11])[CH3:8])[CH:6]=[CH:5][CH:4]=[CH:3][CH:2]=1. The yield is 0.0100. (4) The reactants are Br[C:2]1[CH:7]=[CH:6][CH:5]=[C:4]([CH3:8])[N:3]=1.[NH2:9][C@H:10]1[C:19]2[C:14](=[CH:15][CH:16]=[C:17]([O:20][CH:21]3[CH2:26][CH2:25][O:24][CH2:23][CH2:22]3)[CH:18]=2)[N:13]([C:27](=[O:29])[CH3:28])[C@@H:12]([CH:30]2[CH2:32][CH2:31]2)[C@@H:11]1[CH3:33].CN(C1C(C2C(P(C3CCCCC3)C3CCCCC3)=CC=CC=2)=CC=CC=1)C.CC(C)([O-])C.[Na+]. The catalyst is C1C=CC(/C=C/C(/C=C/C2C=CC=CC=2)=O)=CC=1.C1C=CC(/C=C/C(/C=C/C2C=CC=CC=2)=O)=CC=1.C1C=CC(/C=C/C(/C=C/C2C=CC=CC=2)=O)=CC=1.[Pd].[Pd].O1CCOCC1. The product is [CH:30]1([C@H:12]2[C@H:11]([CH3:33])[C@@H:10]([NH:9][C:2]3[CH:7]=[CH:6][CH:5]=[C:4]([CH3:8])[N:3]=3)[C:19]3[C:14](=[CH:15][CH:16]=[C:17]([O:20][CH:21]4[CH2:22][CH2:23][O:24][CH2:25][CH2:26]4)[CH:18]=3)[N:13]2[C:27](=[O:29])[CH3:28])[CH2:31][CH2:32]1. The yield is 0.520.